Dataset: Forward reaction prediction with 1.9M reactions from USPTO patents (1976-2016). Task: Predict the product of the given reaction. Given the reactants I[C:2]1[CH:7]=[CH:6][C:5]([C:8]#[C:9][C:10]2[CH:15]=[CH:14][C:13](I)=[CH:12][CH:11]=2)=[CH:4][CH:3]=1.[CH2:17]1[CH2:21]OCC1.CCN(CC)CC.[CH3:29][Si:30]([C:33]#[CH:34])([CH3:32])[CH3:31], predict the reaction product. The product is: [CH3:29][Si:30]([C:33]#[C:34][C:2]1[CH:7]=[CH:6][C:5]([C:8]#[C:9][C:10]2[CH:15]=[CH:14][C:13]([C:21]#[C:17][Si:30]([CH3:32])([CH3:31])[CH3:29])=[CH:12][CH:11]=2)=[CH:4][CH:3]=1)([CH3:32])[CH3:31].